From a dataset of Full USPTO retrosynthesis dataset with 1.9M reactions from patents (1976-2016). Predict the reactants needed to synthesize the given product. (1) Given the product [CH3:36][C:11]([CH3:12])([CH3:13])[CH2:10][C@H:9]([NH:8][C:6](=[O:7])[O:5][C:1]([CH3:2])([CH3:3])[CH3:4])[C:14](=[O:16])[NH:33][C@@H:30]1[C@@H:28]2[C@@H:27]([CH2:26][N:25]([C:22]3[CH:21]=[CH:20][C:19]([C:18]([F:17])([F:34])[F:35])=[CH:24][N:23]=3)[CH2:29]2)[CH2:32][CH2:31]1, predict the reactants needed to synthesize it. The reactants are: [C:1]([O:5][C:6]([NH:8][C@H:9]([C:14]([OH:16])=O)[CH2:10][CH:11]([CH3:13])[CH3:12])=[O:7])([CH3:4])([CH3:3])[CH3:2].[F:17][C:18]([F:35])([F:34])[C:19]1[CH:20]=[CH:21][C:22]([N:25]2[CH2:29][C@@H:28]3[C@@H:30]([NH2:33])[CH2:31][CH2:32][C@@H:27]3[CH2:26]2)=[N:23][CH:24]=1.[CH2:36](N1C[C@@H]2[C@@H](N)CC[C@@H]2C1)C1C=CC=CC=1. (2) Given the product [F:31][C:29]([F:32])([F:30])[C:28]([NH:27][CH2:26][C:25]1[CH:34]=[CH:35][C:36]([F:37])=[C:23]([CH:20]2[CH2:19][CH2:18][N:17]([C:15]([C:4]3[C:3]4[C:7](=[CH:8][CH:9]=[CH:10][C:2]=4[C:43]4[CH:42]=[CH:41][CH:40]=[C:39]([OH:38])[CH:44]=4)[N:6]([CH2:11][CH2:12][O:13][CH3:14])[CH:5]=3)=[O:16])[CH2:22][CH2:21]2)[CH:24]=1)=[O:33], predict the reactants needed to synthesize it. The reactants are: Br[C:2]1[CH:10]=[CH:9][CH:8]=[C:7]2[C:3]=1[C:4]([C:15]([N:17]1[CH2:22][CH2:21][CH:20]([C:23]3[CH:24]=[C:25]([CH:34]=[CH:35][C:36]=3[F:37])[CH2:26][NH:27][C:28](=[O:33])[C:29]([F:32])([F:31])[F:30])[CH2:19][CH2:18]1)=[O:16])=[CH:5][N:6]2[CH2:11][CH2:12][O:13][CH3:14].[OH:38][C:39]1[CH:40]=[C:41](B(O)O)[CH:42]=[CH:43][CH:44]=1.C(=O)([O-])[O-].[Cs+].[Cs+].C(Cl)Cl. (3) Given the product [Cl:1][C:2]1[CH:3]=[C:4]([CH:20]=[CH:21][C:22]=1[Cl:23])[CH2:5][C:6]1[N:7]=[C:8]([N:14]2[CH2:15][CH2:16][O:17][CH2:18][CH2:19]2)[S:9][C:10]=1[C:11]([NH:53][O:52][CH:47]1[CH2:48][CH2:49][CH2:50][CH2:51][O:46]1)=[O:12], predict the reactants needed to synthesize it. The reactants are: [Cl:1][C:2]1[CH:3]=[C:4]([CH:20]=[CH:21][C:22]=1[Cl:23])[CH2:5][C:6]1[N:7]=[C:8]([N:14]2[CH2:19][CH2:18][O:17][CH2:16][CH2:15]2)[S:9][C:10]=1[C:11](O)=[O:12].CCN=C=NCCCN(C)C.Cl.ON1C2C=CC=CC=2N=N1.[O:46]1[CH2:51][CH2:50][CH2:49][CH2:48][CH:47]1[O:52][NH2:53]. (4) Given the product [O:3]1[C:4]2([CH2:9][CH2:8][CH:7]([CH:13]([C:12]#[N:16])[C:14]#[N:15])[CH2:6][CH2:5]2)[O:11][CH2:1][CH2:2]1, predict the reactants needed to synthesize it. The reactants are: [CH2:1]1[O:11][C:4]2([CH2:9][CH2:8][C:7](=O)[CH2:6][CH2:5]2)[O:3][CH2:2]1.[C:12](#[N:16])[CH2:13][C:14]#[N:15].[BH4-].[Na+]. (5) The reactants are: [Cr](Cl)([O-])(=O)=O.[NH+]1C=CC=CC=1.[CH3:12][O:13][C:14]1[C:23]2[C:18](=[CH:19][CH:20]=[CH:21][CH:22]=2)[C:17]([O:24][CH3:25])=[CH:16][C:15]=1[CH2:26][OH:27].[O-]S([O-])(=O)=O.[Mg+2]. Given the product [CH3:12][O:13][C:14]1[C:23]2[C:18](=[CH:19][CH:20]=[CH:21][CH:22]=2)[C:17]([O:24][CH3:25])=[CH:16][C:15]=1[CH:26]=[O:27], predict the reactants needed to synthesize it.